This data is from Forward reaction prediction with 1.9M reactions from USPTO patents (1976-2016). The task is: Predict the product of the given reaction. (1) Given the reactants [C:1]([O:5][C:6](=[O:25])[NH:7][CH:8]([C:10]1[CH:15]=[CH:14][C:13]([NH2:16])=[C:12]([C:17]#[C:18][C:19]2[CH:24]=[CH:23][CH:22]=[CH:21][CH:20]=2)[CH:11]=1)[CH3:9])([CH3:4])([CH3:3])[CH3:2].[CH3:26][S:27](O[S:27]([CH3:26])(=[O:29])=[O:28])(=[O:29])=[O:28].N1C=CC=CC=1, predict the reaction product. The product is: [C:1]([O:5][C:6](=[O:25])[NH:7][CH:8]([C:10]1[CH:15]=[CH:14][C:13]([NH:16][S:27]([CH3:26])(=[O:29])=[O:28])=[C:12]([C:17]#[C:18][C:19]2[CH:24]=[CH:23][CH:22]=[CH:21][CH:20]=2)[CH:11]=1)[CH3:9])([CH3:2])([CH3:3])[CH3:4]. (2) Given the reactants C(NC(C)C)(C)C.C([Li])CCC.[Cl:13][C:14]1[N:22]=[CH:21][C:20]2[N:19]([S:23]([C:26]3[CH:31]=[CH:30][C:29]([CH3:32])=[CH:28][CH:27]=3)(=[O:25])=[O:24])[C:18]3[N:33]=[CH:34][C:35]([O:37][CH2:38][CH2:39][O:40][CH3:41])=[CH:36][C:17]=3[C:16]=2[CH:15]=1.[I:42]I.[Cl-].[NH4+], predict the reaction product. The product is: [Cl:13][C:14]1[N:22]=[CH:21][C:20]2[N:19]([S:23]([C:26]3[CH:31]=[CH:30][C:29]([CH3:32])=[CH:28][CH:27]=3)(=[O:24])=[O:25])[C:18]3[N:33]=[CH:34][C:35]([O:37][CH2:38][CH2:39][O:40][CH3:41])=[C:36]([I:42])[C:17]=3[C:16]=2[CH:15]=1. (3) The product is: [CH3:37][C:23]1[N:22]=[N:21][N:20]([C:17]2[CH:18]=[CH:19][C:14]([C:11]3[CH:10]=[CH:9][C:8]([C:5]4([C:3]([OH:4])=[O:2])[CH2:7][CH2:6]4)=[CH:13][CH:12]=3)=[CH:15][CH:16]=2)[C:24]=1[NH:25][C:26]([O:28][C@@H:29]([C:31]1[CH:32]=[CH:33][CH:34]=[CH:35][CH:36]=1)[CH3:30])=[O:27]. Given the reactants C[O:2][C:3]([C:5]1([C:8]2[CH:13]=[CH:12][C:11]([C:14]3[CH:19]=[CH:18][C:17]([N:20]4[C:24]([NH:25][C:26]([O:28][C@@H:29]([C:31]5[CH:36]=[CH:35][CH:34]=[CH:33][CH:32]=5)[CH3:30])=[O:27])=[C:23]([CH3:37])[N:22]=[N:21]4)=[CH:16][CH:15]=3)=[CH:10][CH:9]=2)[CH2:7][CH2:6]1)=[O:4].C1COCC1.[Li+].[OH-], predict the reaction product.